Predict the reactants needed to synthesize the given product. From a dataset of Full USPTO retrosynthesis dataset with 1.9M reactions from patents (1976-2016). (1) Given the product [CH3:1][O:2][C:3]1[CH:8]=[CH:7][C:6]([NH:9][C:10]([C:12]2[CH:17]=[CH:16][C:15]([C:18]3[CH:23]=[CH:22][CH:21]=[CH:20][CH:19]=3)=[CH:14][CH:13]=2)=[O:11])=[CH:5][C:4]=1[NH:24][C:25](=[O:35])[CH2:26][N:27]1[CH2:28][CH2:29][N:68]([S:65]([CH3:64])(=[O:67])=[O:66])[CH2:32][CH2:33]1, predict the reactants needed to synthesize it. The reactants are: [CH3:1][O:2][C:3]1[CH:8]=[CH:7][C:6]([NH:9][C:10]([C:12]2[CH:17]=[CH:16][C:15]([C:18]3[CH:23]=[CH:22][CH:21]=[CH:20][CH:19]=3)=[CH:14][CH:13]=2)=[O:11])=[CH:5][C:4]=1[NH:24][C:25](=[O:35])[CH2:26][N:27]1[CH2:33][CH:32]2O[CH:29](CC2)[CH2:28]1.ClCC(NC1C=C(NC(C2C=CC(C3C=CC=CC=3)=CC=2)=O)C=CC=1OC)=O.[CH3:64][S:65]([N:68]1CCNCC1)(=[O:67])=[O:66].C(N(CC)CC)C. (2) Given the product [F:1][C:2]1[CH:7]=[CH:6][C:5]([CH:8]2[CH2:9][CH2:10][N:11]([C:14]([O:16][C:17]([CH3:20])([CH3:19])[CH3:18])=[O:15])[CH2:12][CH2:13]2)=[CH:4][CH:3]=1, predict the reactants needed to synthesize it. The reactants are: [F:1][C:2]1[CH:7]=[CH:6][C:5]([C:8]2[CH2:9][CH2:10][N:11]([C:14]([O:16][C:17]([CH3:20])([CH3:19])[CH3:18])=[O:15])[CH2:12][CH:13]=2)=[CH:4][CH:3]=1.